Dataset: Reaction yield outcomes from USPTO patents with 853,638 reactions. Task: Predict the reaction yield, written as a fraction of the theoretical maximum amount of product (1.0 means a 100% yield; for example, 0.34 means a 34% yield). (1) The reactants are [N:1]1[N:2]=[CH:3][N:4]2[CH:9]=[CH:8][N:7]=[CH:6][C:5]=12. The catalyst is CO.O=[Pt]=O.[Pd]. The product is [N:1]1[N:2]=[CH:3][N:4]2[CH2:9][CH2:8][NH:7][CH2:6][C:5]=12. The yield is 0.115. (2) The reactants are [Si:1]([N:8]1[C:11](=[O:12])[CH2:10][C@@H:9]1[C:13]([OH:15])=O)([C:4]([CH3:7])([CH3:6])[CH3:5])([CH3:3])[CH3:2].ClC(Cl)(OC(=O)OC(Cl)(Cl)Cl)Cl.CC1C=C(C)C=C(C)N=1.[F:37][C:38]1[CH:39]=[C:40]([C@:46]([C:55]2[CH:60]=[C:59]([O:61][C:62]([F:67])([F:66])[CH:63]([F:65])[F:64])[CH:58]=[C:57]([F:68])[CH:56]=2)([NH2:54])[CH2:47][C:48]2[CH:53]=[CH:52][CH:51]=[CH:50][CH:49]=2)[CH:41]=[CH:42][C:43]=1[O:44][CH3:45].C(N(CC)C(C)C)(C)C. The catalyst is C1COCC1.O. The product is [Si:1]([N:8]1[C:11](=[O:12])[CH2:10][C@@H:9]1[C:13]([NH:54][C@:46]([C:40]1[CH:41]=[CH:42][C:43]([O:44][CH3:45])=[C:38]([F:37])[CH:39]=1)([C:55]1[CH:60]=[C:59]([O:61][C:62]([F:67])([F:66])[CH:63]([F:65])[F:64])[CH:58]=[C:57]([F:68])[CH:56]=1)[CH2:47][C:48]1[CH:53]=[CH:52][CH:51]=[CH:50][CH:49]=1)=[O:15])([C:4]([CH3:5])([CH3:6])[CH3:7])([CH3:2])[CH3:3]. The yield is 0.550. (3) The reactants are C(OC([N:8]1[CH:17]([C:18](=[O:51])[NH:19][CH:20]([CH2:43][C:44]2[CH:49]=[CH:48][C:47]([Cl:50])=[CH:46][CH:45]=2)[C:21]([N:23]2[CH2:28][CH2:27][N:26]([CH:29]([C:36]3[CH:41]=[CH:40][CH:39]=[CH:38][C:37]=3[F:42])[CH2:30][NH:31][C:32](=[O:35])[CH2:33][CH3:34])[CH2:25][CH2:24]2)=[O:22])[CH2:16][C:15]2[C:10](=[CH:11][CH:12]=[CH:13][CH:14]=2)[CH2:9]1)=O)(C)(C)C.C(N(CC)C(C)C)(C)C. No catalyst specified. The product is [ClH:50].[Cl:50][C:47]1[CH:46]=[CH:45][C:44]([CH2:43][CH:20]([NH:19][C:18]([CH:17]2[CH2:16][C:15]3[C:10](=[CH:11][CH:12]=[CH:13][CH:14]=3)[CH2:9][NH:8]2)=[O:51])[C:21]([N:23]2[CH2:24][CH2:25][N:26]([CH:29]([C:36]3[CH:41]=[CH:40][CH:39]=[CH:38][C:37]=3[F:42])[CH2:30][NH:31][C:32](=[O:35])[CH2:33][CH3:34])[CH2:27][CH2:28]2)=[O:22])=[CH:49][CH:48]=1. The yield is 0.530. (4) The reactants are [NH2:1][C:2]1[CH:10]=[CH:9][C:5]([C:6]([OH:8])=[O:7])=[CH:4][CH:3]=1.CC1(C)O[C:17](=[O:18])[CH2:16][C:14](=[O:15])[O:13]1. The catalyst is C1(C)C=CC=CC=1. The product is [C:14]([CH2:16][C:17]([NH:1][C:2]1[CH:10]=[CH:9][C:5]([C:6]([OH:8])=[O:7])=[CH:4][CH:3]=1)=[O:18])([OH:15])=[O:13]. The yield is 0.910.